This data is from Forward reaction prediction with 1.9M reactions from USPTO patents (1976-2016). The task is: Predict the product of the given reaction. Given the reactants Cl[CH2:2][C:3]1[CH:4]=[CH:5][C:6]([C:9]2[S:17][C:16]3[C:11](=[N:12][CH:13]=[CH:14][C:15]=3[O:18][C:19]3[CH:24]=[CH:23][C:22]([N+:25]([O-:27])=[O:26])=[CH:21][C:20]=3[F:28])[CH:10]=2)=[N:7][CH:8]=1.[NH:29]1[CH2:34][CH2:33][O:32][CH2:31][C:30]1=[O:35].[H-].[Na+], predict the reaction product. The product is: [F:28][C:20]1[CH:21]=[C:22]([N+:25]([O-:27])=[O:26])[CH:23]=[CH:24][C:19]=1[O:18][C:15]1[CH:14]=[CH:13][N:12]=[C:11]2[CH:10]=[C:9]([C:6]3[N:7]=[CH:8][C:3]([CH2:2][N:29]4[CH2:34][CH2:33][O:32][CH2:31][C:30]4=[O:35])=[CH:4][CH:5]=3)[S:17][C:16]=12.